This data is from Reaction yield outcomes from USPTO patents with 853,638 reactions. The task is: Predict the reaction yield, written as a fraction of the theoretical maximum amount of product (1.0 means a 100% yield; for example, 0.34 means a 34% yield). (1) The reactants are [F:1][C:2]1[CH:3]=[C:4]([N+:12]([O-])=O)[CH:5]=[CH:6][C:7]=1[S:8]([CH3:11])(=[O:10])=[O:9].C(O)(=O)C. The catalyst is O.[Fe]. The product is [F:1][C:2]1[CH:3]=[C:4]([CH:5]=[CH:6][C:7]=1[S:8]([CH3:11])(=[O:10])=[O:9])[NH2:12]. The yield is 0.900. (2) The reactants are [Cl:1][C:2]1[C:3]2[C:10]([I:11])=[CH:9][NH:8][C:4]=2[N:5]=[CH:6][N:7]=1.O[CH:13]1[CH2:18][CH2:17][N:16]([C:19]([O:21][C:22]([CH3:25])([CH3:24])[CH3:23])=[O:20])[CH2:15][CH2:14]1.C1(P(C2C=CC=CC=2)C2C=CC=CC=2)C=CC=CC=1.CCOC(/N=N/C(OCC)=O)=O. The catalyst is O1CCCC1. The product is [Cl:1][C:2]1[C:3]2[C:10]([I:11])=[CH:9][N:8]([CH:13]3[CH2:18][CH2:17][N:16]([C:19]([O:21][C:22]([CH3:25])([CH3:24])[CH3:23])=[O:20])[CH2:15][CH2:14]3)[C:4]=2[N:5]=[CH:6][N:7]=1. The yield is 0.470. (3) The reactants are [OH-].[K+].[NH:3]1[C:11]2[C:6](=[CH:7][CH:8]=[CH:9][CH:10]=2)[C:5]([NH2:12])=[N:4]1.Cl[CH2:14][C:15]1[CH:16]=[CH:17][C:18]([C:21]([F:24])([F:23])[F:22])=[N:19][CH:20]=1. The catalyst is CS(C)=O. The product is [F:24][C:21]([F:22])([F:23])[C:18]1[N:19]=[CH:20][C:15]([CH2:14][N:3]2[C:11]3[C:6](=[CH:7][CH:8]=[CH:9][CH:10]=3)[C:5]([NH2:12])=[N:4]2)=[CH:16][CH:17]=1. The yield is 0.820. (4) The reactants are [CH:1]([C:4]1[CH:9]=[CH:8][C:7]([CH:10]2[C:14]3[CH:15]=[C:16]([NH:19][C:20](=[O:26])[CH2:21][C:22]([CH3:25])([CH3:24])[CH3:23])[CH:17]=[CH:18][C:13]=3[O:12][C:11]2([CH3:28])[CH3:27])=[CH:6][CH:5]=1)([CH3:3])[CH3:2].[H-].[Na+].[CH3:31]I.O. The catalyst is CN(C=O)C. The yield is 0.410. The product is [CH:1]([C:4]1[CH:5]=[CH:6][C:7]([CH:10]2[C:14]3[CH:15]=[C:16]([N:19]([CH3:31])[C:20](=[O:26])[CH2:21][C:22]([CH3:25])([CH3:24])[CH3:23])[CH:17]=[CH:18][C:13]=3[O:12][C:11]2([CH3:28])[CH3:27])=[CH:8][CH:9]=1)([CH3:3])[CH3:2]. (5) The reactants are [CH:1]1([CH2:4][C:5]2([C:11]([O:13][CH2:14][CH3:15])=[O:12])SCCCS2)[CH2:3][CH2:2]1.BrN1C(=[O:22])CCC1=O.C(Cl)Cl.CCCCCC.S([O-])([O-])=O.[Na+].[Na+]. The catalyst is CC(C)=O.O. The product is [CH:1]1([CH2:4][C:5](=[O:22])[C:11]([O:13][CH2:14][CH3:15])=[O:12])[CH2:3][CH2:2]1. The yield is 0.934. (6) The reactants are [C:1]1(=O)[CH2:6][CH2:5][CH2:4][CH2:3][CH2:2]1.[CH:8]1[CH2:12][CH:11]=[CH:10][CH:9]=1.N1CCCC1.CC(O)=O. The catalyst is CO. The product is [CH2:4]1[CH2:5][CH2:6][C:1](=[C:11]2[CH:10]=[CH:9][CH:8]=[CH:12]2)[CH2:2][CH2:3]1. The yield is 0.833. (7) The reactants are C([NH:4]/[N:5]=[CH:6]/[C:7](/[C:14]([F:17])([F:16])[F:15])=[CH:8]\[C:9](OCC)=[O:10])(=O)N.C([O-])([O-])=O.[Na+].[Na+]. The catalyst is Cl. The product is [F:15][C:14]([F:17])([F:16])[C:7]1[CH:6]=[N:5][NH:4][C:9](=[O:10])[CH:8]=1. The yield is 0.450.